This data is from Peptide-MHC class I binding affinity with 185,985 pairs from IEDB/IMGT. The task is: Regression. Given a peptide amino acid sequence and an MHC pseudo amino acid sequence, predict their binding affinity value. This is MHC class I binding data. (1) The peptide sequence is EVAEKDAMY. The MHC is HLA-A02:10 with pseudo-sequence HLA-A02:10. The binding affinity (normalized) is 0.0847. (2) The peptide sequence is AARGYISTR. The MHC is HLA-A33:01 with pseudo-sequence HLA-A33:01. The binding affinity (normalized) is 0.468. (3) The peptide sequence is GMSWITQGL. The MHC is HLA-B35:01 with pseudo-sequence HLA-B35:01. The binding affinity (normalized) is 0.0847. (4) The peptide sequence is HAKYMVTDKT. The MHC is HLA-A02:02 with pseudo-sequence HLA-A02:02. The binding affinity (normalized) is 0.158. (5) The peptide sequence is YMYDFILRF. The MHC is HLA-A02:01 with pseudo-sequence HLA-A02:01. The binding affinity (normalized) is 0.744. (6) The peptide sequence is KIIHEWCCR. The MHC is HLA-A31:01 with pseudo-sequence HLA-A31:01. The binding affinity (normalized) is 0. (7) The peptide sequence is HLLCQAFSV. The MHC is HLA-A02:01 with pseudo-sequence HLA-A02:01. The binding affinity (normalized) is 1.00.